The task is: Predict the reactants needed to synthesize the given product.. This data is from Full USPTO retrosynthesis dataset with 1.9M reactions from patents (1976-2016). (1) Given the product [CH2:1]([O:3][CH:4]([O:18][CH2:19][CH3:20])[CH2:5][N:6]1[C:7]2[C:16]3[CH:15]=[CH:14][CH:13]=[CH:12][C:11]=3[N:10]=[CH:9][C:8]=2[N:17]=[C:21]1[CH2:22][CH2:23][CH3:24])[CH3:2], predict the reactants needed to synthesize it. The reactants are: [CH2:1]([O:3][CH:4]([O:18][CH2:19][CH3:20])[CH2:5][NH:6][C:7]1[C:16]2[C:11](=[CH:12][CH:13]=[CH:14][CH:15]=2)[N:10]=[CH:9][C:8]=1[NH2:17])[CH3:2].[C:21](OC)(OC)(OC)[CH2:22][CH2:23][CH3:24]. (2) Given the product [CH2:1]([C:5]1[CH:10]=[CH:9][C:8]([C:11]#[C:12][C:13]2[CH:21]=[CH:20][C:16]([C:17]([Cl:24])=[O:18])=[CH:15][CH:14]=2)=[CH:7][CH:6]=1)[CH2:2][CH2:3][CH3:4], predict the reactants needed to synthesize it. The reactants are: [CH2:1]([C:5]1[CH:10]=[CH:9][C:8]([C:11]#[C:12][C:13]2[CH:21]=[CH:20][C:16]([C:17](O)=[O:18])=[CH:15][CH:14]=2)=[CH:7][CH:6]=1)[CH2:2][CH2:3][CH3:4].S(Cl)([Cl:24])=O.